Dataset: NCI-60 drug combinations with 297,098 pairs across 59 cell lines. Task: Regression. Given two drug SMILES strings and cell line genomic features, predict the synergy score measuring deviation from expected non-interaction effect. (1) Cell line: NCI-H322M. Synergy scores: CSS=-4.34, Synergy_ZIP=3.25, Synergy_Bliss=6.03, Synergy_Loewe=1.08, Synergy_HSA=0.626. Drug 2: C(CN)CNCCSP(=O)(O)O. Drug 1: C1CCC(C(C1)N)N.C(=O)(C(=O)[O-])[O-].[Pt+4]. (2) Drug 1: CN(C)N=NC1=C(NC=N1)C(=O)N. Drug 2: C1=CN(C=N1)CC(O)(P(=O)(O)O)P(=O)(O)O. Cell line: SK-OV-3. Synergy scores: CSS=6.92, Synergy_ZIP=-1.93, Synergy_Bliss=-0.536, Synergy_Loewe=-0.126, Synergy_HSA=-0.146. (3) Drug 1: CS(=O)(=O)C1=CC(=C(C=C1)C(=O)NC2=CC(=C(C=C2)Cl)C3=CC=CC=N3)Cl. Drug 2: C(CC(=O)O)C(=O)CN.Cl. Cell line: UACC-257. Synergy scores: CSS=-0.0580, Synergy_ZIP=-1.68, Synergy_Bliss=-2.50, Synergy_Loewe=-4.76, Synergy_HSA=-4.52. (4) Cell line: HCT-15. Drug 1: CC1=C(C=C(C=C1)NC2=NC=CC(=N2)N(C)C3=CC4=NN(C(=C4C=C3)C)C)S(=O)(=O)N.Cl. Drug 2: CC1C(C(CC(O1)OC2CC(CC3=C2C(=C4C(=C3O)C(=O)C5=C(C4=O)C(=CC=C5)OC)O)(C(=O)CO)O)N)O.Cl. Synergy scores: CSS=40.2, Synergy_ZIP=9.42, Synergy_Bliss=9.75, Synergy_Loewe=0.645, Synergy_HSA=12.9. (5) Drug 1: CC1CCC2CC(C(=CC=CC=CC(CC(C(=O)C(C(C(=CC(C(=O)CC(OC(=O)C3CCCCN3C(=O)C(=O)C1(O2)O)C(C)CC4CCC(C(C4)OC)O)C)C)O)OC)C)C)C)OC. Drug 2: CCCCC(=O)OCC(=O)C1(CC(C2=C(C1)C(=C3C(=C2O)C(=O)C4=C(C3=O)C=CC=C4OC)O)OC5CC(C(C(O5)C)O)NC(=O)C(F)(F)F)O. Cell line: SNB-75. Synergy scores: CSS=61.2, Synergy_ZIP=2.96, Synergy_Bliss=2.33, Synergy_Loewe=3.93, Synergy_HSA=3.44. (6) Drug 1: CC1=C2C(C(=O)C3(C(CC4C(C3C(C(C2(C)C)(CC1OC(=O)C(C(C5=CC=CC=C5)NC(=O)OC(C)(C)C)O)O)OC(=O)C6=CC=CC=C6)(CO4)OC(=O)C)OC)C)OC. Drug 2: C1CC(=O)NC(=O)C1N2C(=O)C3=CC=CC=C3C2=O. Cell line: SF-268. Synergy scores: CSS=36.7, Synergy_ZIP=8.09, Synergy_Bliss=1.23, Synergy_Loewe=-28.9, Synergy_HSA=1.38. (7) Drug 1: CN(CCCl)CCCl.Cl. Drug 2: C(CC(=O)O)C(=O)CN.Cl. Cell line: HCC-2998. Synergy scores: CSS=22.8, Synergy_ZIP=-5.43, Synergy_Bliss=-4.49, Synergy_Loewe=2.01, Synergy_HSA=3.22.